This data is from Experimentally validated miRNA-target interactions with 360,000+ pairs, plus equal number of negative samples. The task is: Binary Classification. Given a miRNA mature sequence and a target amino acid sequence, predict their likelihood of interaction. (1) The miRNA is hsa-miR-6819-3p with sequence AAGCCUCUGUCCCCACCCCAG. The protein sequence of the target gene is MAQPTSGLYSTFGFFICLLFFPASWEAGANTFQELQKTGEPPKFDHLLPLTQGLTHRASSDQKTSRQHPPDLPEATATQKAKNQCNTTRLVKPVHTPLDNAKAADYGNTTVRHEMPPASEKDLSSQGKHLMARNERSADDPRSTTSENGSDGKRLTSAPRRNTSCMPSTRRTSLTTKSGMRASPMGASASLRTTSQKPTTFHVSELIRQSSSPVYATETPRTSYNTLKTLTTSGPEHHTIPFASDKSVQITTEHIKEATSASEITRTQSTFTKYEGKTSPASESSSQAQVLPIKHHTTSA.... Result: 0 (no interaction). (2) The miRNA is dme-miR-iab-8-5p with sequence UUACGUAUACUGAAGGUAUACCG. The protein sequence of the target gene is MQQHHLQQQQQQQQQQEQQHLQEQQQHLQQLHHHAHHHLPQPLHTTSHHHSAHPHLQQQQQQQQHAVVASSPSSVLQQQQQQSTPTTHSTPTHAVMYEDPPPVPLVAVQQQHLPAPQQQQQLQQQQQQQQQQLATTPVAGALSPAQTPTGPSAQQQQHLTSPHHQQLPQQQTPNSVASGASSNLQQQQQQQNAAVAPGQTQIVAPTTASVSPSSVSSQKEDINMSIQLAPLHIPAIRAGPGFETDTSAAVKRHTAHWAYNDEGFNQHYGSGYYDRKHMFAYPYPETQFPVGQYWGPNYRP.... Result: 1 (interaction). (3) The miRNA is hsa-miR-26b-5p with sequence UUCAAGUAAUUCAGGAUAGGU. The protein sequence of the target gene is MADAASQVLLGSGLTILSQPLMYVKVLIQVGYEPLPPTIGRNIFGRQVCQLPGLFSYAQHIASIDGRRGLFTGLTPRLCSGVLGTVVHGKVLQHYQESDKGEELGPGNVQKEVSSSFDHVIKETTREMIARSAATLITHPFHVITLRSMVQFIGRESKYCGLCDSIITIYREEGILGFFAGLVPRLLGDILSLWLCNSLAYLVNTYALDSGVSTMNEMKSYSQAVTGFFASMLTYPFVLVSNLMAVNNCGLAGGCPPYSPIYTSWIDCWCMLQKEGNMSRGNSLFFRKVPFGKTYCCDLK.... Result: 1 (interaction). (4) The miRNA is hsa-miR-3978 with sequence GUGGAAAGCAUGCAUCCAGGGUGU. The protein sequence of the target gene is MKKHRRALALVSCLFLCSLVWLPSWRVCCKESSSASASSYYSQDDNCALENEDVQFQKKDEREGPINAESLGKSGSNLPISPKEHKLKDDSIVDVQNTESKKLSPPVVETLPTVDLHEESSNAVVDSETVENISSSSTSEITPISKLDEIEKSGTIPIAKPSETEQSETDCDVGEALDASAPIEQPSFVSPPDSLVGQHIENVSSSHGKGKITKSEFESKVSASEQGGGDPKSALNASDNLKNESSDYTKPGDIDPTSVASPKDPEDIPTFDEWKKKVMEVEKEKSQSMHASSNGGSHAT.... Result: 1 (interaction). (5) The miRNA is hsa-miR-1200 with sequence CUCCUGAGCCAUUCUGAGCCUC. The protein sequence of the target gene is MAKKSAENGIYSVSGDEKKGPLIVSGPDGAPAKGDGPAGLGAPGGRLAVPPRETWTRQMDFIMSCVGFAVGLGNVWRFPYLCYKNGGGVFLIPYVLIALVGGIPIFFLEISLGQFMKAGSINVWNICPLFKGLGYASMVIVFYCNTYYIMVLAWGFYYLVKSFTTTLPWATCGHTWNTPDCVEIFRHEDCANASLANLTCDQLADRRSPVIEFWENKVLRLSTGLEVPGALNWEVTLCLLACWVLVYFCVWKGVKSTGKIVYFTATFPYVVLVVLLVRGVLLPGALDGIIYYLKPDWSKL.... Result: 0 (no interaction). (6) The miRNA is hsa-miR-1237-3p with sequence UCCUUCUGCUCCGUCCCCCAG. The protein sequence of the target gene is MGPLSAPPCTQRITWKGVLLTASLLNFWNPPTTAQVTIEAQPPKVSEGKDVLLLVHNLPQNLAGYIWYKGQMTYLYHYITSYVVDGQRIIYGPAYSGRERVYSNASLLIQNVTQEDAGSYTLHIIKRRDGTGGVTGHFTFTLHLETPKPSISSSNLNPREAMEAVILTCDPATPAASYQWWMNGQSLPMTHRLQLSKTNRTLFIFGVTKYIAGPYECEIRNPVSASRSDPVTLNLLPKLSKPYITINNLNPRENKDVLTFTCEPKSKNYTYIWWLNGQSLPVSPRVKRPIENRILILPNV.... Result: 1 (interaction). (7) The miRNA is hsa-miR-6815-5p with sequence UAGGUGGCGCCGGAGGAGUCAUU. The protein sequence of the target gene is MAAPGPLPAAALSPGAPTPRELMHGVAGVTSRAGRDREAGSVLPAGNRGARKASRRSSSRSMSRDNKFSKKDCLSIRNVVASIQTKEGLNLKLISGDVLYIWADVIVNSVPMNLQLGGGPLSRAFLQKAGPMLQKELDDRRRETEEKVGNIFMTSGCNLDCKAVLHAVAPYWNNGAETSWQIMANIIKKCLTTVEVLSFSSITFPMIGTGSLQFPKAVFAKLILSEVFEYSSSTRPITSPLQEVHFLVYTNDDEGCQAFLDEFTNWSRINPNKARIPMAGDTQGVVGTVSKPCFTAYEMK.... Result: 0 (no interaction). (8) The miRNA is hsa-miR-199b-3p with sequence ACAGUAGUCUGCACAUUGGUUA. The protein sequence of the target gene is MHPPPPDAGVAMDFGQNSLFGYMEDLQELTIIERPVRRSLKTPEEIERLTVDEDLSDIDRAVYLLSAGQDVQGASVIANLPFLMRQNPTETLRRVLPKVREVLHVASVEMQLTAAVSFLTILQEESMSVHTCAHSFLQVILLHLEHRDTGVSNAWLETLLSAVELLPKETLRHEILNPLVSKAQLSQTVQSRLVSCKILGKITNKFDAHSIKREILPLVKSLCQDVEYEVRSCMCRQLENIAQGIGAELTKNVVLPELIELSRDESGSVRLAAFETLVNMLDMFDTDDRSQTILPLVKSF.... Result: 0 (no interaction). (9) The miRNA is mmu-miR-128-3p with sequence UCACAGUGAACCGGUCUCUUU. The protein sequence of the target gene is MEEGVQAPDWDSDETVIEGSVTESDLEEKELPWRRLLFDQDASLKSEFSLHPDTRGMCKGMPSPEIQLGFKLREDLQEQMNKNKMMPVLSEDTILQSQDETERNQALLQTRKNCSMFIGSFRQSGLSLNHQNIEGPEAESPEVLPHIEKELSEGRDSPEVSLLSGTAITVSDTVAVKETSLVEPEKILAAPNTFFEPRKEVTMTMTSEETKDEESSLETFVSALESLLTSPESTQEERLFELVSDFDRKELMNPLSDSLSSISIPLNSWSACHRDLLEDAKDDALPAELLEALNTLSEAK.... Result: 0 (no interaction).